From a dataset of Full USPTO retrosynthesis dataset with 1.9M reactions from patents (1976-2016). Predict the reactants needed to synthesize the given product. (1) Given the product [CH2:1]([O:8][C:9](=[O:27])[NH:10][C:11]([CH3:12])([C:13]1[N:14]([CH3:30])[C:15](=[O:25])[CH:16]=[C:17]([C:19]2[CH:24]=[CH:23][N:22]=[CH:21][N:20]=2)[N:18]=1)[CH3:26])[C:2]1[CH:3]=[CH:4][CH:5]=[CH:6][CH:7]=1, predict the reactants needed to synthesize it. The reactants are: [CH2:1]([O:8][C:9](=[O:27])[NH:10][C:11]([CH3:26])([C:13]1[NH:14][C:15](=[O:25])[CH:16]=[C:17]([C:19]2[CH:24]=[CH:23][N:22]=[CH:21][N:20]=2)[N:18]=1)[CH3:12])[C:2]1[CH:7]=[CH:6][CH:5]=[CH:4][CH:3]=1.[H-].[Li+].[CH3:30]OS(OC)(=O)=O.O. (2) Given the product [CH2:1]([O:3][C:4]([N:6]1[CH2:28][CH2:27][C:10]2[C:11]3[CH:12]([C:20]4[CH:21]=[N:22][CH:23]=[CH:24][CH:25]=4)[C:13]([F:18])([F:19])[CH2:14][C:15]=3[CH:16]=[CH:17][C:9]=2[CH2:8][CH2:7]1)=[O:5])[CH3:2], predict the reactants needed to synthesize it. The reactants are: [CH2:1]([O:3][C:4]([N:6]1[CH2:28][CH2:27][C:10]2[C:11]3[C:12](Br)([C:20]4[CH:21]=[N:22][CH:23]=[CH:24][CH:25]=4)[C:13]([F:19])([F:18])[CH2:14][C:15]=3[CH:16]=[CH:17][C:9]=2[CH2:8][CH2:7]1)=[O:5])[CH3:2].C([SnH](CCCC)CCCC)CCC. (3) Given the product [CH:1]([C:4]1[NH:5][C:6]([C:24]2[CH:29]=[CH:28][CH:27]=[C:26]([CH3:30])[N:25]=2)=[C:7]([C:9]2[CH:10]=[C:11]([C:15]3[CH:20]=[CH:19][C:18]([NH2:21])=[CH:17][CH:16]=3)[CH:12]=[CH:13][CH:14]=2)[N:8]=1)([CH3:3])[CH3:2], predict the reactants needed to synthesize it. The reactants are: [CH:1]([C:4]1[NH:5][C:6]([C:24]2[CH:29]=[CH:28][CH:27]=[C:26]([CH3:30])[N:25]=2)=[C:7]([C:9]2[CH:10]=[C:11]([C:15]3[CH:20]=[CH:19][C:18]([N+:21]([O-])=O)=[CH:17][CH:16]=3)[CH:12]=[CH:13][CH:14]=2)[N:8]=1)([CH3:3])[CH3:2]. (4) Given the product [CH3:1][C:2]1[C:3]([CH2:4][OH:5])=[CH:8][CH:9]=[CH:10][N:11]=1, predict the reactants needed to synthesize it. The reactants are: [CH3:1][C:2]1[N:11]=[CH:10][CH:9]=[CH:8][C:3]=1[C:4](OC)=[O:5].[H-].C([Al+]CC(C)C)C(C)C.[C@H](O)(C([O-])=O)[C@@H](O)C([O-])=O.[Na+].[K+]. (5) Given the product [Cl:17][C:7]1[N:6]=[C:5]([C:3]([OH:2])=[O:4])[C:10]([CH:31]=[CH2:32])=[C:9]([NH:12][CH2:13][C:14]2[O:40][CH:39]=[CH:15][CH:16]=2)[CH:8]=1, predict the reactants needed to synthesize it. The reactants are: C[O:2][C:3]([C:5]1[C:10](Br)=[C:9]([NH:12][CH2:13][CH:14]2[CH2:16][CH2:15]2)[CH:8]=[C:7]([Cl:17])[N:6]=1)=[O:4].C([Sn](CC[CH2:31][CH3:32])(CCCC)C=C)CCC.O.ClCCl.CN(C)[CH:39]=[O:40]. (6) Given the product [F:31][C:29]1[CH:28]=[CH:27][C:26]([O:32][CH3:33])=[C:25]([C:23]2[N:22]=[CH:21][N:20]=[C:19]([NH:18][C:17]([CH:14]3[CH2:15][CH2:16][NH:11][CH2:12][CH2:13]3)=[O:34])[CH:24]=2)[CH:30]=1, predict the reactants needed to synthesize it. The reactants are: C(OC([N:11]1[CH2:16][CH2:15][CH:14]([C:17](=[O:34])[NH:18][C:19]2[CH:24]=[C:23]([C:25]3[CH:30]=[C:29]([F:31])[CH:28]=[CH:27][C:26]=3[O:32][CH3:33])[N:22]=[CH:21][N:20]=2)[CH2:13][CH2:12]1)=O)C1C=CC=CC=1. (7) Given the product [N:8]1[CH:13]=[CH:12][CH:11]=[N:10][C:9]=1[N:14]1[CH2:15][CH2:16][CH:17]([NH2:20])[CH2:18][CH2:19]1, predict the reactants needed to synthesize it. The reactants are: C(O)(C(F)(F)F)=O.[N:8]1[CH:13]=[CH:12][CH:11]=[N:10][C:9]=1[N:14]1[CH2:19][CH2:18][CH:17]([NH:20]C(=O)OC(C)(C)C)[CH2:16][CH2:15]1. (8) Given the product [CH2:5]([O:4][C:2](=[O:3])[NH:19][C:18]1[C:13]([CH3:12])=[N:14][C:15]([N:21]2[CH2:26][CH2:25][O:24][CH2:23][CH2:22]2)=[CH:16][C:17]=1[CH3:20])[C:6]1[CH:11]=[CH:10][CH:9]=[CH:8][CH:7]=1, predict the reactants needed to synthesize it. The reactants are: Cl[C:2]([O:4][CH2:5][C:6]1[CH:11]=[CH:10][CH:9]=[CH:8][CH:7]=1)=[O:3].[CH3:12][C:13]1[C:18]([NH2:19])=[C:17]([CH3:20])[CH:16]=[C:15]([N:21]2[CH2:26][CH2:25][O:24][CH2:23][CH2:22]2)[N:14]=1.C(N(CC)C(C)C)(C)C.